Dataset: Forward reaction prediction with 1.9M reactions from USPTO patents (1976-2016). Task: Predict the product of the given reaction. (1) Given the reactants [F:1][C:2]([F:15])([F:14])[C:3]1[CH:4]=[C:5]2[C:10](=[CH:11][CH:12]=1)[N:9]=[CH:8][N:7]=[C:6]2O.P(Cl)(Cl)([Cl:18])=O, predict the reaction product. The product is: [Cl:18][C:6]1[C:5]2[C:10](=[CH:11][CH:12]=[C:3]([C:2]([F:15])([F:14])[F:1])[CH:4]=2)[N:9]=[CH:8][N:7]=1. (2) Given the reactants [F:1][C:2]([F:7])([F:6])[C:3](O)=[O:4].[CH3:8][N:9]1[CH2:14][CH2:13][N:12]([C:15]2[N:20]=[CH:19][C:18]([C:21]3[S:22][C:23]4[CH:29]=[C:28]([NH2:30])[CH:27]=[CH:26][C:24]=4[N:25]=3)=[CH:17][CH:16]=2)[CH2:11][CH2:10]1.C(N(C(C)C)CC)(C)C.C(Cl)Cl, predict the reaction product. The product is: [F:1][C:2]([F:7])([F:6])[C:3]([NH:30][C:28]1[CH:27]=[CH:26][C:24]2[N:25]=[C:21]([C:18]3[CH:19]=[N:20][C:15]([N:12]4[CH2:11][CH2:10][N:9]([CH3:8])[CH2:14][CH2:13]4)=[CH:16][CH:17]=3)[S:22][C:23]=2[CH:29]=1)=[O:4]. (3) Given the reactants ON[CH2:3][C:4]([NH:6][C:7]1[CH:15]=[CH:14][CH:13]=[C:12]2[C:8]=1[CH2:9][CH2:10][CH2:11]2)=[O:5].CS(O)(=O)=[O:18], predict the reaction product. The product is: [NH:6]1[C:7]2[C:15](=[CH:14][CH:13]=[C:12]3[C:8]=2[CH2:9][CH2:10][CH2:11]3)[C:3](=[O:18])[C:4]1=[O:5]. (4) Given the reactants Cl[C:2]1[CH:7]=[C:6]([N:8]([CH2:17][O:18][CH2:19][CH2:20][Si:21]([CH3:24])([CH3:23])[CH3:22])[CH2:9][O:10][CH2:11][CH2:12][Si:13]([CH3:16])([CH3:15])[CH3:14])[N:5]2[N:25]=[CH:26][CH:27]=[C:4]2[N:3]=1.[O-]P([O-])([O-])=O.[K+].[K+].[K+].CC1(C)C(C)(C)OB([C:44]2[CH:53]=[CH:52][C:47]([C:48]([O:50][CH3:51])=[O:49])=[CH:46][CH:45]=2)O1.O1CCOCC1, predict the reaction product. The product is: [CH3:14][Si:13]([CH3:16])([CH3:15])[CH2:12][CH2:11][O:10][CH2:9][N:8]([CH2:17][O:18][CH2:19][CH2:20][Si:21]([CH3:24])([CH3:23])[CH3:22])[C:6]1[N:5]2[N:25]=[CH:26][CH:27]=[C:4]2[N:3]=[C:2]([C:44]2[CH:53]=[CH:52][C:47]([C:48]([O:50][CH3:51])=[O:49])=[CH:46][CH:45]=2)[CH:7]=1. (5) Given the reactants [Cl:1][C:2]1[CH:27]=[CH:26][C:5]([CH2:6][N:7]2[C:15]3[C:10](=[CH:11][C:12]([CH:16]=[C:17]4[S:21][C:20](SCC)=[N:19][C:18]4=[O:25])=[CH:13][CH:14]=3)[CH:9]=[N:8]2)=[C:4]([C:28]([F:31])([F:30])[F:29])[CH:3]=1.[F:32][C@@H:33]1[CH2:37][NH:36][C@H:35]([C:38]([OH:40])=[O:39])[CH2:34]1, predict the reaction product. The product is: [Cl:1][C:2]1[CH:27]=[CH:26][C:5]([CH2:6][N:7]2[C:15]3[C:10](=[CH:11][C:12]([CH:16]=[C:17]4[S:21][C:20]([N:36]5[CH2:37][C@@H:33]([F:32])[CH2:34][C@H:35]5[C:38]([OH:40])=[O:39])=[N:19][C:18]4=[O:25])=[CH:13][CH:14]=3)[CH:9]=[N:8]2)=[C:4]([C:28]([F:30])([F:31])[F:29])[CH:3]=1. (6) Given the reactants Br[C:2]1[CH:10]=[C:9]2[C:5]([CH:6]=[N:7][N:8]2[CH:11]2[CH2:16][CH2:15][CH2:14][CH2:13][O:12]2)=[CH:4][CH:3]=1.[CH3:17][C:18]1([CH3:34])[C:22]([CH3:24])([CH3:23])[O:21][B:20]([B:20]2[O:21][C:22]([CH3:24])([CH3:23])[C:18]([CH3:34])([CH3:17])[O:19]2)[O:19]1.C1(P(C2C=CC=CC=2)C2C=CC=CC=2)C=CC=CC=1.P([O-])([O-])([O-])=O.[K+].[K+].[K+], predict the reaction product. The product is: [O:12]1[CH2:13][CH2:14][CH2:15][CH2:16][CH:11]1[N:8]1[C:9]2[C:5](=[CH:4][CH:3]=[C:2]([B:20]3[O:21][C:22]([CH3:24])([CH3:23])[C:18]([CH3:34])([CH3:17])[O:19]3)[CH:10]=2)[CH:6]=[N:7]1. (7) Given the reactants [CH2:1]([O:3][C:4](=[O:13])[CH2:5][C:6]1[CH:11]=[CH:10][C:9]([NH2:12])=[CH:8][CH:7]=1)[CH3:2].[Cl:14][CH2:15][C:16](Cl)=[O:17], predict the reaction product. The product is: [CH2:1]([O:3][C:4](=[O:13])[CH2:5][C:6]1[CH:7]=[CH:8][C:9]([NH:12][C:16](=[O:17])[CH2:15][Cl:14])=[CH:10][CH:11]=1)[CH3:2].